This data is from Forward reaction prediction with 1.9M reactions from USPTO patents (1976-2016). The task is: Predict the product of the given reaction. (1) Given the reactants C(OC([N:8]1[CH2:13][CH2:12][N:11]([C:14](=[O:25])[C:15]2[CH:20]=[CH:19][CH:18]=[CH:17][C:16]=2[C:21]([F:24])([F:23])[F:22])[CH2:10][CH2:9]1)=O)(C)(C)C.FC(F)(F)C(O)=O, predict the reaction product. The product is: [N:11]1([C:14]([C:15]2[CH:20]=[CH:19][CH:18]=[CH:17][C:16]=2[C:21]([F:23])([F:22])[F:24])=[O:25])[CH2:12][CH2:13][NH:8][CH2:9][CH2:10]1. (2) Given the reactants [C:1]([N:4]1[C@@H:10]([CH3:11])[C@H:9]([NH:12][C:13](=[O:25])[C@@H:14]([N:16](C)[C:17](=O)OC(C)(C)C)[CH3:15])[C:8](=[O:26])[N:7]([CH2:27][C:28]2[CH:29]=[C:30]([C:36]3[CH:41]=[CH:40][CH:39]=[CH:38][C:37]=3[F:42])[CH:31]=[CH:32][C:33]=2[O:34][CH3:35])[C:6]2[CH:43]=[CH:44][C:45]([C:47]#[N:48])=[CH:46][C:5]1=2)(=[O:3])[CH3:2].[ClH:49], predict the reaction product. The product is: [ClH:49].[C:1]([N:4]1[C@@H:10]([CH3:11])[C@H:9]([NH:12][C:13](=[O:25])[C@@H:14]([NH:16][CH3:17])[CH3:15])[C:8](=[O:26])[N:7]([CH2:27][C:28]2[CH:29]=[C:30]([C:36]3[CH:41]=[CH:40][CH:39]=[CH:38][C:37]=3[F:42])[CH:31]=[CH:32][C:33]=2[O:34][CH3:35])[C:6]2[CH:43]=[CH:44][C:45]([C:47]#[N:48])=[CH:46][C:5]1=2)(=[O:3])[CH3:2]. (3) Given the reactants Cl.[CH3:2][NH:3][CH3:4].[CH2:5]=O.Cl.[C:8]1(=[O:14])[CH2:13][CH2:12][CH2:11][CH2:10][CH2:9]1, predict the reaction product. The product is: [CH3:2][N:3]([CH2:5][CH:9]1[CH2:10][CH2:11][CH2:12][CH2:13][C:8]1=[O:14])[CH3:4]. (4) The product is: [Cl:1][C:2]1[CH:3]=[CH:4][C:5]([CH2:6][N:7]2[C:15]3[C:10](=[CH:11][CH:12]=[C:13]([O:16][CH3:17])[CH:14]=3)[C:9]([C:18](=[O:23])[C:19]([OH:21])=[O:20])=[C:8]2[CH3:24])=[CH:25][CH:26]=1. Given the reactants [Cl:1][C:2]1[CH:26]=[CH:25][C:5]([CH2:6][N:7]2[C:15]3[C:10](=[CH:11][CH:12]=[C:13]([O:16][CH3:17])[CH:14]=3)[C:9]([C:18](=[O:23])[C:19]([O:21]C)=[O:20])=[C:8]2[CH3:24])=[CH:4][CH:3]=1.[OH-].[Na+].Cl, predict the reaction product. (5) Given the reactants [CH3:1][C:2]([CH3:23])([CH3:22])[CH2:3][O:4][C:5]1[CH:6]=[C:7]([CH:19]=[CH:20][CH:21]=1)[O:8][C:9]1[CH:14]=[CH:13][C:12]([N+:15]([O-])=O)=[CH:11][C:10]=1[CH3:18].[Cl-].[Ca+2].[Cl-].C(O)C, predict the reaction product. The product is: [CH3:1][C:2]([CH3:23])([CH3:22])[CH2:3][O:4][C:5]1[CH:6]=[C:7]([CH:19]=[CH:20][CH:21]=1)[O:8][C:9]1[CH:14]=[CH:13][C:12]([NH2:15])=[CH:11][C:10]=1[CH3:18]. (6) Given the reactants C(OC([N:8]1[CH2:15][CH:14]2[N:16](C(OC(C)(C)C)=O)[CH:10]([CH2:11][C:12]([C:39]3[O:43][N:42]=[C:41]([CH2:44][CH2:45][CH2:46][O:47][C:48]4[C:53]([F:54])=[CH:52][CH:51]=[C:50]([Cl:55])[C:49]=4[F:56])[CH:40]=3)=[C:13]2[C:24](=[O:38])[N:25]([CH:35]2[CH2:37][CH2:36]2)[CH2:26][C:27]2[CH:32]=[CH:31][CH:30]=[C:29]([Cl:33])[C:28]=2[Cl:34])[CH2:9]1)=O)(C)(C)C.ClC(Cl)(Cl)C(NC(=O)[O-])(C)C, predict the reaction product. The product is: [CH:35]1([N:25]([CH2:26][C:27]2[CH:32]=[CH:31][CH:30]=[C:29]([Cl:33])[C:28]=2[Cl:34])[C:24]([C:13]2[CH:14]3[NH:16][CH:10]([CH2:11][C:12]=2[C:39]2[O:43][N:42]=[C:41]([CH2:44][CH2:45][CH2:46][O:47][C:48]4[C:53]([F:54])=[CH:52][CH:51]=[C:50]([Cl:55])[C:49]=4[F:56])[CH:40]=2)[CH2:9][NH:8][CH2:15]3)=[O:38])[CH2:37][CH2:36]1.